Predict the reactants needed to synthesize the given product. From a dataset of Full USPTO retrosynthesis dataset with 1.9M reactions from patents (1976-2016). (1) Given the product [CH:20]1([CH2:23][N:15]2[CH2:14][CH2:13][C:12]3[CH:18]=[CH:19][C:9]([O:8][CH2:7][C:1]4[CH:2]=[CH:3][CH:4]=[CH:5][CH:6]=4)=[CH:10][C:11]=3[CH2:17][CH2:16]2)[CH2:22][CH2:21]1, predict the reactants needed to synthesize it. The reactants are: [C:1]1([CH2:7][O:8][C:9]2[CH:19]=[CH:18][C:12]3[CH2:13][CH2:14][NH:15][CH2:16][CH2:17][C:11]=3[CH:10]=2)[CH:6]=[CH:5][CH:4]=[CH:3][CH:2]=1.[CH:20]1([CH:23]=O)[CH2:22][CH2:21]1. (2) Given the product [CH2:1]([S:6]([C:7]1[N:12]=[C:11]([C:13]2[S:14][C:15]3[CH:23]=[CH:22][CH:21]=[CH:20][C:16]=3[C:17](=[O:19])[N:18]=2)[CH:10]=[CH:9][CH:8]=1)=[O:32])[CH2:2][CH:3]([CH3:5])[CH3:4], predict the reactants needed to synthesize it. The reactants are: [CH2:1]([S:6][C:7]1[N:12]=[C:11]([C:13]2[S:14][C:15]3[CH:23]=[CH:22][CH:21]=[CH:20][C:16]=3[C:17](=[O:19])[N:18]=2)[CH:10]=[CH:9][CH:8]=1)[CH2:2][CH:3]([CH3:5])[CH3:4].ClC1C=CC=C(C(OO)=[O:32])C=1. (3) Given the product [F:1][C:2]1[CH:7]=[CH:6][C:5]([OH:8])=[CH:4][C:3]=1[CH:10]=[CH:11][C:12]1[CH:13]=[N:14][C:15]([NH:18][C:19]2[CH:20]=[CH:21][C:22]([S:25]([NH:28][CH2:29][CH2:30][N:31]3[CH2:35][CH2:34][CH2:33][CH2:32]3)(=[O:26])=[O:27])=[CH:23][CH:24]=2)=[N:16][CH:17]=1, predict the reactants needed to synthesize it. The reactants are: [F:1][C:2]1[CH:7]=[CH:6][C:5]([O:8]C)=[CH:4][C:3]=1[CH:10]=[CH:11][C:12]1[CH:13]=[N:14][C:15]([NH:18][C:19]2[CH:24]=[CH:23][C:22]([S:25]([NH:28][CH2:29][CH2:30][N:31]3[CH2:35][CH2:34][CH2:33][CH2:32]3)(=[O:27])=[O:26])=[CH:21][CH:20]=2)=[N:16][CH:17]=1. (4) Given the product [ClH:33].[CH3:1][O:2][C:3](=[O:32])[C@@H:4]([NH2:24])[CH2:5][NH:6][C:7]([O:9][CH2:10][CH:11]1[C:12]2[CH:13]=[CH:14][CH:15]=[CH:16][C:17]=2[C:18]2[C:23]1=[CH:22][CH:21]=[CH:20][CH:19]=2)=[O:8], predict the reactants needed to synthesize it. The reactants are: [CH3:1][O:2][C:3](=[O:32])[C@@H:4]([NH:24]C(OC(C)(C)C)=O)[CH2:5][NH:6][C:7]([O:9][CH2:10][CH:11]1[C:23]2[CH:22]=[CH:21][CH:20]=[CH:19][C:18]=2[C:17]2[C:12]1=[CH:13][CH:14]=[CH:15][CH:16]=2)=[O:8].[ClH:33]. (5) Given the product [Br:31][C:10]1[C:11](=[O:30])[N:12]([CH2:15][C:16]2[CH:21]=[CH:20][C:19]([OH:22])=[CH:18][CH:17]=2)[CH:13]=[CH:14][C:9]=1[OH:8], predict the reactants needed to synthesize it. The reactants are: C([O:8][C:9]1[CH:14]=[CH:13][N:12]([CH2:15][C:16]2[CH:21]=[CH:20][C:19]([O:22]CC3C=CC=CC=3)=[CH:18][CH:17]=2)[C:11](=[O:30])[C:10]=1[Br:31])C1C=CC=CC=1.[H][H]. (6) Given the product [CH3:13][N:12]([CH2:11][C:10]1[CH:15]=[CH:16][C:7]([C:18]2([OH:17])[CH2:19][CH2:20][N:21]([C:24]([O:26][C:27]([CH3:29])([CH3:28])[CH3:30])=[O:25])[CH2:22][CH2:23]2)=[CH:8][CH:9]=1)[CH3:14], predict the reactants needed to synthesize it. The reactants are: [Li]CCCC.Br[C:7]1[CH:16]=[CH:15][C:10]([CH2:11][N:12]([CH3:14])[CH3:13])=[CH:9][CH:8]=1.[O:17]=[C:18]1[CH2:23][CH2:22][N:21]([C:24]([O:26][C:27]([CH3:30])([CH3:29])[CH3:28])=[O:25])[CH2:20][CH2:19]1.CCOCC. (7) Given the product [C:1]([O-:10])(=[O:9])[C:2]1[C:3](=[CH:5][CH:6]=[CH:7][CH:8]=1)[NH2:4].[NH4+:13], predict the reactants needed to synthesize it. The reactants are: [C:1]([OH:10])(=[O:9])[C:2]1[C:3](=[CH:5][CH:6]=[CH:7][CH:8]=1)[NH2:4].CO.[NH3:13]. (8) Given the product [CH3:1][O:2][C:3]1[CH:8]=[CH:7][CH:6]=[CH:5][C:4]=1[C:9]1[N:17]2[C:12]([CH:13]=[N:14][C:15]([NH:31][C:28]3[CH:27]=[CH:26][C:25]([C:21]4[CH:20]=[N:19][CH:24]=[CH:23][CH:22]=4)=[CH:30][CH:29]=3)=[N:16]2)=[CH:11][CH:10]=1, predict the reactants needed to synthesize it. The reactants are: [CH3:1][O:2][C:3]1[CH:8]=[CH:7][CH:6]=[CH:5][C:4]=1[C:9]1[N:17]2[C:12]([CH:13]=[N:14][C:15](O)=[N:16]2)=[CH:11][CH:10]=1.[N:19]1[CH:24]=[CH:23][CH:22]=[C:21]([C:25]2[CH:30]=[CH:29][C:28]([NH2:31])=[CH:27][CH:26]=2)[CH:20]=1. (9) Given the product [CH:25]1([CH2:24][C@H:3]([NH:2][C:37]([C:33]2[N:32]([CH3:31])[CH:36]=[CH:35][N:34]=2)=[O:38])[C:4](=[O:5])[NH:6][C@H:7]2[CH2:13][CH2:12][CH2:11][N:10]([S:14]([C:17]3[CH:22]=[CH:21][CH:20]=[CH:19][N:18]=3)(=[O:15])=[O:16])[CH2:9][C:8]2=[O:23])[CH2:30][CH2:29][CH2:28][CH2:27][CH2:26]1, predict the reactants needed to synthesize it. The reactants are: Cl.[NH2:2][C@@H:3]([CH2:24][CH:25]1[CH2:30][CH2:29][CH2:28][CH2:27][CH2:26]1)[C:4]([NH:6][C@H:7]1[CH2:13][CH2:12][CH2:11][N:10]([S:14]([C:17]2[CH:22]=[CH:21][CH:20]=[CH:19][N:18]=2)(=[O:16])=[O:15])[CH2:9][C@@H:8]1[OH:23])=[O:5].[CH3:31][N:32]1[CH:36]=[CH:35][N:34]=[C:33]1[C:37](O)=[O:38].CC(OI1(OC(C)=O)(OC(C)=O)OC(=O)C2C=CC=CC1=2)=O.